Dataset: HIV replication inhibition screening data with 41,000+ compounds from the AIDS Antiviral Screen. Task: Binary Classification. Given a drug SMILES string, predict its activity (active/inactive) in a high-throughput screening assay against a specified biological target. (1) The drug is CC1(C2CCC3(C)C(C2)C3Sc2ccccc2)OCCO1. The result is 0 (inactive). (2) The drug is Clc1ccc(-c2nnc3n2NC(c2ccccc2)S3)c(Cl)c1. The result is 0 (inactive). (3) The molecule is COc1ccc(C(C#N)NNC(=O)Cc2ccccc2)cc1OC. The result is 0 (inactive). (4) The compound is Cc1nc(C(N)=S)sc1C(CC(=O)C(=O)Nc1cccc2ccc(O)cc12)=NNC(=O)c1ccncc1. The result is 0 (inactive). (5) The compound is C[Si](C)(C)C=CCN1C(=O)CCC1O. The result is 0 (inactive).